From a dataset of Reaction yield outcomes from USPTO patents with 853,638 reactions. Predict the reaction yield, written as a fraction of the theoretical maximum amount of product (1.0 means a 100% yield; for example, 0.34 means a 34% yield). (1) The reactants are C(OC(=O)[NH:7][CH2:8][C@H:9]1[CH2:14][CH2:13][C@H:12]([CH2:15][NH:16][C:17](=[O:32])[C:18]2[CH:23]=[C:22]([C:24]([F:27])([F:26])[F:25])[CH:21]=[C:20]([C:28]([F:31])([F:30])[F:29])[CH:19]=2)[CH2:11][CH2:10]1)(C)(C)C.FC(F)(F)C(O)=O. The catalyst is C(Cl)Cl. The yield is 0.750. The product is [NH2:7][CH2:8][C@H:9]1[CH2:10][CH2:11][C@H:12]([CH2:15][NH:16][C:17](=[O:32])[C:18]2[CH:23]=[C:22]([C:24]([F:26])([F:27])[F:25])[CH:21]=[C:20]([C:28]([F:29])([F:30])[F:31])[CH:19]=2)[CH2:13][CH2:14]1. (2) The reactants are [CH3:1][N:2]1[C:6]([CH3:13])([CH:7]2[CH2:11][CH2:10][CH2:9][CH:8]2[CH3:12])[C:5](=[O:14])[NH:4][C:3]1=[O:15].Br[CH2:17][C:18]([C:20]1[NH:21][CH:22]=[CH:23][CH:24]=1)=[O:19]. No catalyst specified. The product is [CH3:1][N:2]1[C:6]([CH3:13])([CH:7]2[CH2:11][CH2:10][CH2:9][CH:8]2[CH3:12])[C:5](=[O:14])[N:4]([CH2:17][C:18](=[O:19])[C:20]2[NH:21][CH:22]=[CH:23][CH:24]=2)[C:3]1=[O:15]. The yield is 0.860. (3) The reactants are [NH2:1][C:2]1[C:11]([N+:12]([O-])=O)=[CH:10][C:9]([Br:15])=[C:8]([O:16][CH3:17])[C:3]=1[C:4]([O:6][CH3:7])=[O:5].O.O.[Sn](Cl)Cl.O.C(=O)(O)[O-].[Na+]. The catalyst is C(O)C. The product is [NH2:1][C:2]1[C:11]([NH2:12])=[CH:10][C:9]([Br:15])=[C:8]([O:16][CH3:17])[C:3]=1[C:4]([O:6][CH3:7])=[O:5]. The yield is 0.970. (4) The reactants are [Cl-].[Al+3].[Cl-].[Cl-].[S:5]1[CH:9]=[CH:8][C:7]([C:10]([O:12][CH2:13][CH3:14])=[O:11])=[CH:6]1.[Br:15]Br. The catalyst is ClCCl. The product is [Br:15][C:9]1[S:5][CH:6]=[C:7]([C:10]([O:12][CH2:13][CH3:14])=[O:11])[CH:8]=1. The yield is 0.570. (5) The reactants are CCOCC.[CH3:6][O:7][C:8](=[O:34])[CH2:9][CH2:10][CH2:11][CH2:12][CH2:13][CH:14]([O:24][CH2:25][C:26]1[CH:31]=[CH:30][C:29]([O:32][CH3:33])=[CH:28][CH:27]=1)[C:15](=[O:23])[NH:16][C:17]1[CH:22]=[CH:21][CH:20]=[CH:19][CH:18]=1. The catalyst is C(Cl)(Cl)Cl. The product is [CH3:6][O:7][C:8](=[O:34])[CH2:9][CH2:10][CH2:11][CH2:12][CH2:13][C@H:14]([O:24][CH2:25][C:26]1[CH:31]=[CH:30][C:29]([O:32][CH3:33])=[CH:28][CH:27]=1)[C:15](=[O:23])[NH:16][C:17]1[CH:22]=[CH:21][CH:20]=[CH:19][CH:18]=1. The yield is 0.390.